From a dataset of Reaction yield outcomes from USPTO patents with 853,638 reactions. Predict the reaction yield, written as a fraction of the theoretical maximum amount of product (1.0 means a 100% yield; for example, 0.34 means a 34% yield). (1) The reactants are [C:1]1([NH:7][NH2:8])[CH:6]=[CH:5][CH:4]=[CH:3][CH:2]=1.[Cl:9][C:10]1[CH:15]=[CH:14][C:13](Br)=[CH:12][CH:11]=1.C1C=CC(P(C2C(C3C(P(C4C=CC=CC=4)C4C=CC=CC=4)=CC=C4C=3C=CC=C4)=C3C(C=CC=C3)=CC=2)C2C=CC=CC=2)=CC=1.CC([O-])(C)C.[Na+]. The yield is 0.390. The catalyst is CC([O-])=O.CC([O-])=O.[Pd+2]. The product is [Cl:9][C:10]1[CH:15]=[CH:14][C:13]([N:7]([C:1]2[CH:6]=[CH:5][CH:4]=[CH:3][CH:2]=2)[NH2:8])=[CH:12][CH:11]=1. (2) The reactants are [NH:1]1[CH2:6][CH2:5][CH2:4][C@@H:3]([NH:7][C:8](=[O:14])[O:9][C:10]([CH3:13])([CH3:12])[CH3:11])[CH2:2]1.Cl[C:16]1[C:21]([C:22]([F:25])([F:24])[F:23])=[CH:20][N:19]=[C:18]2[NH:26][CH:27]=[C:28]([NH:29][C:30](=[O:35])[C@H:31]([O:33][CH3:34])[CH3:32])[C:17]=12. The catalyst is CCCCO.O. The product is [CH3:34][O:33][C@H:31]([CH3:32])[C:30]([NH:29][C:28]1[C:17]2[C:18](=[N:19][CH:20]=[C:21]([C:22]([F:25])([F:23])[F:24])[C:16]=2[N:1]2[CH2:6][CH2:5][CH2:4][C@@H:3]([NH:7][C:8](=[O:14])[O:9][C:10]([CH3:11])([CH3:13])[CH3:12])[CH2:2]2)[NH:26][CH:27]=1)=[O:35]. The yield is 0.410. (3) The reactants are [CH2:1]([O:3][C:4](=[O:9])/[CH:5]=[CH:6]/[CH:7]=[O:8])[CH3:2].[N+](C1C=CC=CC=1C(O)=O)([O-])=O.N1CCCC1.[Cl:27][C:28]1[CH:35]=[CH:34][CH:33]=[C:32]([OH:36])[C:29]=1[CH:30]=O. The catalyst is CS(C)=O. The product is [CH2:1]([O:3][C:4]([CH:5]1[C:6]([CH:7]=[O:8])=[CH:30][C:29]2[C:32](=[CH:33][CH:34]=[CH:35][C:28]=2[Cl:27])[O:36]1)=[O:9])[CH3:2]. The yield is 0.495. (4) The reactants are [NH2:1][C@@H:2]1[C:11]2[C:6](=[CH:7][CH:8]=[CH:9][CH:10]=2)[C@H:5]([OH:12])[CH2:4][CH2:3]1.[C:13]([O:17][C:18](O[C:18]([O:17][C:13]([CH3:16])([CH3:15])[CH3:14])=[O:19])=[O:19])([CH3:16])([CH3:15])[CH3:14]. The catalyst is C(#N)C. The product is [C:13]([O:17][C:18](=[O:19])[NH:1][C@@H:2]1[C:11]2[C:6](=[CH:7][CH:8]=[CH:9][CH:10]=2)[C@H:5]([OH:12])[CH2:4][CH2:3]1)([CH3:16])([CH3:15])[CH3:14]. The yield is 0.970.